This data is from Forward reaction prediction with 1.9M reactions from USPTO patents (1976-2016). The task is: Predict the product of the given reaction. (1) Given the reactants [NH2:1][C:2]1[C:11]2[C:6](=[C:7](Br)[CH:8]=[CH:9][CH:10]=2)[N:5]=[N:4][C:3]=1[C:13]([NH:15][CH2:16][CH2:17][CH3:18])=[O:14].[CH3:19][O:20][C:21]1[CH:22]=[N:23][CH:24]=[C:25](B2OC(C)(C)C(C)(C)O2)[CH:26]=1, predict the reaction product. The product is: [NH2:1][C:2]1[C:11]2[C:6](=[C:7]([C:25]3[CH:24]=[N:23][CH:22]=[C:21]([O:20][CH3:19])[CH:26]=3)[CH:8]=[CH:9][CH:10]=2)[N:5]=[N:4][C:3]=1[C:13]([NH:15][CH2:16][CH2:17][CH3:18])=[O:14]. (2) Given the reactants [CH:1]1([NH:4][C:5](=[O:31])[C:6]2[CH:11]=[C:10]([F:12])[C:9]([CH3:13])=[C:8]([C:14]3[CH:15]=[C:16]4[C:21](=[CH:22][CH:23]=3)[C:20](=[O:24])[N:19]([CH2:25][CH:26]3[CH2:28][CH2:27]3)[CH:18]=[C:17]4[CH:29]=O)[CH:7]=2)[CH2:3][CH2:2]1.[NH:32]1[CH2:38][CH2:37][CH:36]([CH2:39][OH:40])[NH:35][CH2:34][CH2:33]1, predict the reaction product. The product is: [CH:1]1([NH:4][C:5](=[O:31])[C:6]2[CH:11]=[C:10]([F:12])[C:9]([CH3:13])=[C:8]([C:14]3[CH:15]=[C:16]4[C:21](=[CH:22][CH:23]=3)[C:20](=[O:24])[N:19]([CH2:25][CH:26]3[CH2:27][CH2:28]3)[CH:18]=[C:17]4[CH2:29][N:32]3[CH2:38][CH2:37][CH:36]([CH2:39][OH:40])[NH:35][CH2:34][CH2:33]3)[CH:7]=2)[CH2:3][CH2:2]1. (3) Given the reactants [ClH:1].[CH3:2][O:3][C:4]1[CH:9]=[CH:8][CH:7]=[CH:6][C:5]=1[N:10]1[CH2:16][CH2:15][CH2:14][N:13](C(OC(C)(C)C)=O)[CH2:12][CH2:11]1, predict the reaction product. The product is: [ClH:1].[CH3:2][O:3][C:4]1[CH:9]=[CH:8][CH:7]=[CH:6][C:5]=1[N:10]1[CH2:16][CH2:15][CH2:14][NH:13][CH2:12][CH2:11]1. (4) The product is: [CH2:27]([C:3]1[N:4]=[C:5]([CH2:24][CH2:25][CH3:26])[N:6]([CH2:9][C:10]2[CH:15]=[CH:14][C:13]([C:16]3[C:17]([C:22]#[N:23])=[CH:18][CH:19]=[CH:20][CH:21]=3)=[CH:12][CH:11]=2)[C:7](=[O:8])[C:2]=1[C:36]1[CH:37]=[N:38][C:33]([O:32][CH:29]([CH3:31])[CH3:30])=[CH:34][CH:35]=1)[CH3:28]. Given the reactants Br[C:2]1[C:7](=[O:8])[N:6]([CH2:9][C:10]2[CH:15]=[CH:14][C:13]([C:16]3[C:17]([C:22]#[N:23])=[CH:18][CH:19]=[CH:20][CH:21]=3)=[CH:12][CH:11]=2)[C:5]([CH2:24][CH2:25][CH3:26])=[N:4][C:3]=1[CH2:27][CH3:28].[CH:29]([O:32][C:33]1[N:38]=[CH:37][C:36](B(O)O)=[CH:35][CH:34]=1)([CH3:31])[CH3:30].C(=O)([O-])[O-].[Cs+].[Cs+].O1CCOCC1, predict the reaction product. (5) Given the reactants O.[NH2:2][NH2:3].O=[C:5]([CH2:11][C:12](=O)[CH3:13])[C:6]([O:8][CH2:9][CH3:10])=[O:7], predict the reaction product. The product is: [CH2:9]([O:8][C:6]([C:5]1[CH:11]=[C:12]([CH3:13])[NH:3][N:2]=1)=[O:7])[CH3:10]. (6) The product is: [CH3:19][O:18][CH2:17][CH2:16][O:15][C:9]1[C:8]2[C:4]3[CH:3]=[C:2]([C:32]4[CH:31]=[CH:30][C:29]([CH2:28][N:22]5[CH2:27][CH2:26][CH2:25][CH2:24][CH2:23]5)=[CH:34][CH:33]=4)[CH:21]=[N:20][C:5]=3[NH:6][C:7]=2[CH:12]=[N:11][C:10]=1[C:13]#[N:14]. Given the reactants Br[C:2]1[CH:21]=[N:20][C:5]2[NH:6][C:7]3[CH:12]=[N:11][C:10]([C:13]#[N:14])=[C:9]([O:15][CH2:16][CH2:17][O:18][CH3:19])[C:8]=3[C:4]=2[CH:3]=1.[N:22]1([CH2:28][C:29]2[CH:34]=[CH:33][C:32](B(O)O)=[CH:31][CH:30]=2)[CH2:27][CH2:26][CH2:25][CH2:24][CH2:23]1, predict the reaction product.